Dataset: NCI-60 drug combinations with 297,098 pairs across 59 cell lines. Task: Regression. Given two drug SMILES strings and cell line genomic features, predict the synergy score measuring deviation from expected non-interaction effect. (1) Drug 1: CC1OCC2C(O1)C(C(C(O2)OC3C4COC(=O)C4C(C5=CC6=C(C=C35)OCO6)C7=CC(=C(C(=C7)OC)O)OC)O)O. Drug 2: CCC1(CC2CC(C3=C(CCN(C2)C1)C4=CC=CC=C4N3)(C5=C(C=C6C(=C5)C78CCN9C7C(C=CC9)(C(C(C8N6C)(C(=O)OC)O)OC(=O)C)CC)OC)C(=O)OC)O.OS(=O)(=O)O. Cell line: SK-MEL-28. Synergy scores: CSS=38.3, Synergy_ZIP=1.17, Synergy_Bliss=5.75, Synergy_Loewe=-2.19, Synergy_HSA=6.83. (2) Drug 1: C1=NNC2=C1C(=O)NC=N2. Drug 2: CC(C)NC(=O)C1=CC=C(C=C1)CNNC.Cl. Cell line: SN12C. Synergy scores: CSS=-1.88, Synergy_ZIP=0.215, Synergy_Bliss=-2.41, Synergy_Loewe=-4.35, Synergy_HSA=-5.18.